From a dataset of Forward reaction prediction with 1.9M reactions from USPTO patents (1976-2016). Predict the product of the given reaction. (1) Given the reactants [CH3:1][C:2]1[C:7](B2OC(C)(C)C(C)(C)O2)=[CH:6][CH:5]=[CH:4][N:3]=1.[Br:17][C:18]1[CH:23]=[CH:22][C:21](Br)=[CH:20][CH:19]=1.P([O-])([O-])([O-])=O.[K+].[K+].[K+], predict the reaction product. The product is: [Br:17][C:18]1[CH:23]=[CH:22][C:21]([C:7]2[C:2]([CH3:1])=[N:3][CH:4]=[CH:5][CH:6]=2)=[CH:20][CH:19]=1. (2) Given the reactants [NH2:1][C:2]1[C:3]([C:13]([OH:15])=O)=[N:4][C:5]([Br:12])=[C:6]([C:8]([F:11])([F:10])[F:9])[CH:7]=1.[NH:16]([C:18](=[O:37])[C@H:19]([NH:26][C:27](=[O:36])[O:28][CH2:29][C:30]1[CH:35]=[CH:34][CH:33]=[CH:32][CH:31]=1)[C:20]1[CH:25]=[CH:24][CH:23]=[CH:22][CH:21]=1)[NH2:17].CN(C(ON1N=NC2C=CC=NC1=2)=[N+](C)C)C.F[P-](F)(F)(F)(F)F.CCOC(C)=O, predict the reaction product. The product is: [NH2:1][C:2]1[C:3]([C:13]([NH:17][NH:16][C:18](=[O:37])[C@H:19]([NH:26][C:27](=[O:36])[O:28][CH2:29][C:30]2[CH:31]=[CH:32][CH:33]=[CH:34][CH:35]=2)[C:20]2[CH:21]=[CH:22][CH:23]=[CH:24][CH:25]=2)=[O:15])=[N:4][C:5]([Br:12])=[C:6]([C:8]([F:9])([F:10])[F:11])[CH:7]=1. (3) Given the reactants O[C:2]1[C:11]2[C:6](=[N:7][CH:8]=[CH:9][CH:10]=2)[N:5]([C:12]2[CH:17]=[CH:16][CH:15]=[C:14]([C:18]([F:21])([F:20])[F:19])[CH:13]=2)[C:4](=[O:22])[C:3]=1[C:23](=O)[CH2:24][C:25]1[CH:30]=[CH:29][C:28]([O:31][C:32]([F:35])([F:34])[F:33])=[CH:27][CH:26]=1.O.[NH2:38][NH2:39].C(=O)([O-])O.[Na+], predict the reaction product. The product is: [F:33][C:32]([F:35])([F:34])[O:31][C:28]1[CH:29]=[CH:30][C:25]([CH2:24][C:23]2[C:3]3[C:4](=[O:22])[N:5]([C:12]4[CH:17]=[CH:16][CH:15]=[C:14]([C:18]([F:21])([F:19])[F:20])[CH:13]=4)[C:6]4[N:7]=[CH:8][CH:9]=[CH:10][C:11]=4[C:2]=3[NH:39][N:38]=2)=[CH:26][CH:27]=1.